This data is from Forward reaction prediction with 1.9M reactions from USPTO patents (1976-2016). The task is: Predict the product of the given reaction. (1) Given the reactants [CH3:1][C:2]1[NH:6][C:5]2[S:7][CH:8]=[CH:9][C:4]=2[CH:3]=1.[Cl-].C([Al+]CC)C.[Cl:16][C:17]1[C:25]([Cl:26])=[CH:24][CH:23]=[CH:22][C:18]=1[C:19](Cl)=[O:20], predict the reaction product. The product is: [Cl:16][C:17]1[C:25]([Cl:26])=[CH:24][CH:23]=[CH:22][C:18]=1[C:19]([C:3]1[C:4]2[CH:9]=[CH:8][S:7][C:5]=2[NH:6][C:2]=1[CH3:1])=[O:20]. (2) Given the reactants [CH3:1][C:2]1[O:3][C:4]2[C:10]([CH2:11][OH:12])=[CH:9][C:8]([C:13]#[C:14][CH3:15])=[CH:7][C:5]=2[CH:6]=1.O[C:17]1[CH:22]=[CH:21][C:20]([CH2:23][CH2:24][C:25]([O:27][CH2:28][CH3:29])=[O:26])=[C:19]([CH3:30])[C:18]=1[CH3:31].P(CCCC)(CCCC)CCCC.C1CCN(C(N=NC(N2CCCCC2)=O)=O)CC1, predict the reaction product. The product is: [CH3:30][C:19]1[C:18]([CH3:31])=[C:17]([O:12][CH2:11][C:10]2[C:4]3[O:3][C:2]([CH3:1])=[CH:6][C:5]=3[CH:7]=[C:8]([C:13]#[C:14][CH3:15])[CH:9]=2)[CH:22]=[CH:21][C:20]=1[CH2:23][CH2:24][C:25]([O:27][CH2:28][CH3:29])=[O:26].